This data is from Aqueous solubility values for 9,982 compounds from the AqSolDB database. The task is: Regression/Classification. Given a drug SMILES string, predict its absorption, distribution, metabolism, or excretion properties. Task type varies by dataset: regression for continuous measurements (e.g., permeability, clearance, half-life) or binary classification for categorical outcomes (e.g., BBB penetration, CYP inhibition). For this dataset (solubility_aqsoldb), we predict Y. (1) The compound is [O-]c1cccc2[nH+]cccc12. The Y is -2.54 log mol/L. (2) The molecule is NC(=O)c1c(Cl)cccc1Cl. The Y is -1.84 log mol/L. (3) The molecule is CCCCOC(=O)CCOC. The Y is -1.21 log mol/L. (4) The molecule is O=C1CCCCCCCCCCCCCCO1. The Y is -5.90 log mol/L. (5) The molecule is COC(=O)c1cc(Cl)cc(N)c1Cl. The Y is -3.26 log mol/L. (6) The compound is CCN(CC)c1nc(C)cc(OP(=S)(OC)OC)n1. The Y is -4.13 log mol/L. (7) The drug is O=C(O)CCCCC(=O)O. The Y is -0.820 log mol/L. (8) The drug is CCCC=C(C=O)CC. The Y is -2.46 log mol/L. (9) The molecule is O=S(=O)(O)c1ccc2nc(-c3ccccc3)[nH]c2c1. The Y is -2.96 log mol/L.